This data is from Peptide-MHC class I binding affinity with 185,985 pairs from IEDB/IMGT. The task is: Regression. Given a peptide amino acid sequence and an MHC pseudo amino acid sequence, predict their binding affinity value. This is MHC class I binding data. (1) The MHC is HLA-A33:01 with pseudo-sequence HLA-A33:01. The binding affinity (normalized) is 0.234. The peptide sequence is FIDRGSIKIK. (2) The peptide sequence is LSDDAVVCY. The MHC is HLA-B08:01 with pseudo-sequence HLA-B08:01. The binding affinity (normalized) is 0.0847.